The task is: Predict which catalyst facilitates the given reaction.. This data is from Catalyst prediction with 721,799 reactions and 888 catalyst types from USPTO. (1) Reactant: [Br:1][C:2]1[CH:3]=[CH:4][C:5]([S:17](=[O:24])(=[O:23])[NH:18][C:19]([CH3:22])([CH3:21])[CH3:20])=[C:6]([CH:16]=1)[CH2:7][CH2:8][NH:9][C:10](=[O:15])[C:11]([F:14])([F:13])[F:12].C1C(=O)N([Br:32])C(=O)C1.CC(N=NC(C#N)(C)C)(C#N)C. Product: [Br:32][CH:7]([C:6]1[CH:16]=[C:2]([Br:1])[CH:3]=[CH:4][C:5]=1[S:17](=[O:23])(=[O:24])[NH:18][C:19]([CH3:21])([CH3:20])[CH3:22])[CH2:8][NH:9][C:10](=[O:15])[C:11]([F:14])([F:12])[F:13]. The catalyst class is: 53. (2) Reactant: [CH3:1][N:2]([CH3:8])[CH:3]1[CH2:7][CH2:6][NH:5][CH2:4]1.[Cl:9][CH2:10][C:11]1[CH:19]=[CH:18][C:14]([C:15](Cl)=[O:16])=[CH:13][CH:12]=1. Product: [ClH:9].[Cl:9][CH2:10][C:11]1[CH:19]=[CH:18][C:14]([C:15]([N:5]2[CH2:6][CH2:7][CH:3]([N:2]([CH3:8])[CH3:1])[CH2:4]2)=[O:16])=[CH:13][CH:12]=1. The catalyst class is: 10. (3) Reactant: [H-].[Na+].[CH2:3]([O:5][C:6]([C:8]1[S:18][C:11]2[N:12]=[C:13]([NH2:17])[N:14]=[C:15](Cl)[C:10]=2[CH:9]=1)=[O:7])[CH3:4].[CH:19]1[C:24]([CH:25]=[O:26])=[CH:23][C:22]2[O:27][CH2:28][O:29][C:21]=2[CH:20]=1.[Br-].C(N1C=C[N+](C)=C1)C. Product: [CH2:3]([O:5][C:6]([C:8]1[S:18][C:11]2[N:12]=[C:13]([NH2:17])[N:14]=[C:15]([C:25]([C:24]3[CH:19]=[CH:20][C:21]4[O:29][CH2:28][O:27][C:22]=4[CH:23]=3)=[O:26])[C:10]=2[CH:9]=1)=[O:7])[CH3:4]. The catalyst class is: 163. (4) The catalyst class is: 31. Product: [CH3:29][C:28]1[CH:27]=[CH:26][O:25][C:24]=1[C:22]([NH:21][C:17]1[CH:16]=[C:15]([C:14]#[C:13][C:11]2[CH:10]=[N:9][CH:8]=[C:7]([CH:12]=2)[C:5]([N:4]=[S:2]([CH3:1])([C:30]2[CH:31]=[CH:32][C:33]([CH2:36][CH2:37][C:38]([N:68]3[CH2:73][CH2:72][O:71][CH2:70][CH2:69]3)=[O:39])=[CH:34][CH:35]=2)=[O:3])=[O:6])[CH:20]=[CH:19][CH:18]=1)=[O:23]. Reactant: [CH3:1][S:2]([C:30]1[CH:35]=[CH:34][C:33]([CH2:36][CH2:37][C:38](O)=[O:39])=[CH:32][CH:31]=1)(=[N:4][C:5]([C:7]1[CH:8]=[N:9][CH:10]=[C:11]([C:13]#[C:14][C:15]2[CH:20]=[CH:19][CH:18]=[C:17]([NH:21][C:22]([C:24]3[O:25][CH:26]=[CH:27][C:28]=3[CH3:29])=[O:23])[CH:16]=2)[CH:12]=1)=[O:6])=[O:3].F[P-](F)(F)(F)(F)F.N1(O[P+](N(C)C)(N(C)C)N(C)C)C2C=CC=CC=2N=N1.[NH:68]1[CH2:73][CH2:72][O:71][CH2:70][CH2:69]1. (5) Reactant: [C:1]([O:5][C:6]([NH:8][C:9]1[S:13][C:12]([C:14]2[C:19]([F:20])=[CH:18][CH:17]=[CH:16][C:15]=2[F:21])=[N:11][C:10]=1[C:22]([OH:24])=O)=[O:7])([CH3:4])([CH3:3])[CH3:2].ClC(N(C)C)=C(C)C.[NH2:33][C:34]1[CH:35]=[N:36][C:37]2[C:42]([C:43]=1[N:44]1[CH2:49][CH2:48][CH2:47][C@H:46]([NH:50][C:51](=[O:57])[O:52][C:53]([CH3:56])([CH3:55])[CH3:54])[CH2:45]1)=[CH:41][CH:40]=[CH:39][CH:38]=2.N1C=CC=CC=1. Product: [C:1]([O:5][C:6]([NH:8][C:9]1[S:13][C:12]([C:14]2[C:15]([F:21])=[CH:16][CH:17]=[CH:18][C:19]=2[F:20])=[N:11][C:10]=1[C:22]([NH:33][C:34]1[CH:35]=[N:36][C:37]2[C:42]([C:43]=1[N:44]1[CH2:49][CH2:48][CH2:47][C@H:46]([NH:50][C:51](=[O:57])[O:52][C:53]([CH3:55])([CH3:54])[CH3:56])[CH2:45]1)=[CH:41][CH:40]=[CH:39][CH:38]=2)=[O:24])=[O:7])([CH3:3])([CH3:4])[CH3:2]. The catalyst class is: 1. (6) Reactant: [Br:1]/[CH:2]=[C:3]1\[CH2:4][CH2:5][CH2:6][C@@:7]2([CH3:15])[C@H:11]\1[CH2:10][CH2:9][C@@H:8]2[C@H:12](O)[CH3:13].C1(P(C2C=CC=CC=2)C2C=CC=CC=2)C=CC=CC=1.COC(N=NC(OC)=O)=O. Product: [Br:1]/[CH:2]=[C:3]1/[C@H:11]2[C@:7]([CH3:15])([CH2:6][CH2:5][CH2:4]/1)/[C:8](=[CH:12]\[CH3:13])/[CH2:9][CH2:10]2. The catalyst class is: 7. (7) Reactant: [C:1]([C:3]1[CH:8]=[CH:7][C:6]([C:9]2[N:14]=[C:13]([NH:15][CH3:16])[N:12]=[C:11]([N:17]3[C@H:22]([CH3:23])[CH2:21][O:20][C@H:19]([C:24]([OH:26])=O)[CH2:18]3)[CH:10]=2)=[CH:5][C:4]=1[F:27])#[N:2].CN(C(ON1N=NC2C=CC=NC1=2)=[N+](C)C)C.F[P-](F)(F)(F)(F)F.CCN(C(C)C)C(C)C.[CH2:61]([NH2:68])[C:62]1[CH:67]=[CH:66][CH:65]=[CH:64][CH:63]=1. Product: [C:1]([C:3]1[CH:8]=[CH:7][C:6]([C:9]2[N:14]=[C:13]([NH:15][CH3:16])[N:12]=[C:11]([N:17]3[C@H:22]([CH3:23])[CH2:21][O:20][C@H:19]([C:24]([NH:68][CH2:61][C:62]4[CH:67]=[CH:66][CH:65]=[CH:64][CH:63]=4)=[O:26])[CH2:18]3)[CH:10]=2)=[CH:5][C:4]=1[F:27])#[N:2]. The catalyst class is: 31.